Dataset: Catalyst prediction with 721,799 reactions and 888 catalyst types from USPTO. Task: Predict which catalyst facilitates the given reaction. (1) Reactant: [Br:1][C:2]1[C:10]2[N:9]=[N:8][N:7]([CH2:11][CH:12]([CH3:14])[CH3:13])[C:6]=2[CH:5]=[CH:4][C:3]=1[C:15]1[CH:20]=[CH:19][C:18]([CH2:21]O)=[CH:17][CH:16]=1.CS([Cl:27])(=O)=O.C(N(CC)CC)C. Product: [Br:1][C:2]1[C:10]2[N:9]=[N:8][N:7]([CH2:11][CH:12]([CH3:14])[CH3:13])[C:6]=2[CH:5]=[CH:4][C:3]=1[C:15]1[CH:20]=[CH:19][C:18]([CH2:21][Cl:27])=[CH:17][CH:16]=1. The catalyst class is: 4. (2) Reactant: Cl[C:2]1[C:11]2[C:6](=[CH:7][C:8]([O:14][CH3:15])=[C:9]([O:12][CH3:13])[CH:10]=2)[N:5]=[CH:4][N:3]=1.[CH3:16][C:17]([C:19]1[CH:24]=[C:23]([O:25][CH3:26])[CH:22]=[CH:21][C:20]=1[OH:27])=[O:18]. Product: [CH3:13][O:12][C:9]1[CH:10]=[C:11]2[C:6](=[CH:7][C:8]=1[O:14][CH3:15])[N:5]=[CH:4][N:3]=[C:2]2[O:27][C:20]1[CH:21]=[CH:22][C:23]([O:25][CH3:26])=[CH:24][C:19]=1[C:17](=[O:18])[CH3:16]. The catalyst class is: 420. (3) Reactant: [H-].[Na+].C(OP([CH2:11][C:12]([O:14][CH2:15][CH3:16])=[O:13])(OCC)=O)C.[CH2:17]([O:21][C:22]1[CH:45]=[C:44]([O:46][CH2:47][CH:48]([CH3:50])[CH3:49])[CH:43]=[CH:42][C:23]=1[C:24]([C:26]1[CH:27]=[CH:28][C:29]([O:37][CH2:38][CH:39]([CH3:41])[CH3:40])=[C:30]([CH2:32][CH2:33][C:34]([OH:36])=[O:35])[CH:31]=1)=O)[CH:18]([CH3:20])[CH3:19].C(OCC)(=O)C. Product: [CH2:17]([O:21][C:22]1[CH:45]=[C:44]([O:46][CH2:47][CH:48]([CH3:49])[CH3:50])[CH:43]=[CH:42][C:23]=1[C:24]([C:26]1[CH:27]=[CH:28][C:29]([O:37][CH2:38][CH:39]([CH3:41])[CH3:40])=[C:30]([CH2:32][CH2:33][C:34]([OH:36])=[O:35])[CH:31]=1)=[CH:11][C:12]([O:14][CH2:15][CH3:16])=[O:13])[CH:18]([CH3:20])[CH3:19]. The catalyst class is: 35.